This data is from Catalyst prediction with 721,799 reactions and 888 catalyst types from USPTO. The task is: Predict which catalyst facilitates the given reaction. Reactant: [Cl:1][C:2]1[O:6][C:5]([C:7]([OH:9])=O)=[CH:4][C:3]=1[C:10]1[N:14]([CH3:15])[N:13]=[CH:12][C:11]=1[Cl:16].[NH2:17][C@@H:18]([CH2:31][C:32]1[CH:37]=[CH:36][C:35]([F:38])=[CH:34][C:33]=1F)[CH2:19][N:20]1[C:28](=[O:29])[C:27]2[C:22](=[CH:23][CH:24]=[CH:25][CH:26]=2)[C:21]1=[O:30].C(N(CC)C(C)C)(C)C.[F:49][P-](F)(F)(F)(F)F.Br[P+](N1CCCC1)(N1CCCC1)N1CCCC1. Product: [Cl:1][C:2]1[O:6][C:5]([C:7]([NH:17][C@H:18]([CH2:19][N:20]2[C:28](=[O:29])[C:27]3[C:22](=[CH:23][CH:24]=[CH:25][CH:26]=3)[C:21]2=[O:30])[CH2:31][C:32]2[CH:37]=[CH:36][C:35]([F:38])=[C:34]([F:49])[CH:33]=2)=[O:9])=[CH:4][C:3]=1[C:10]1[N:14]([CH3:15])[N:13]=[CH:12][C:11]=1[Cl:16]. The catalyst class is: 2.